This data is from HIV replication inhibition screening data with 41,000+ compounds from the AIDS Antiviral Screen. The task is: Binary Classification. Given a drug SMILES string, predict its activity (active/inactive) in a high-throughput screening assay against a specified biological target. (1) The compound is NS(=O)(=O)c1nnc(NC(=O)c2ccccc2)s1. The result is 0 (inactive). (2) The compound is Cc1nnc(N)nc1CC=CC(C)Sc1ccc(Cl)cc1. The result is 0 (inactive). (3) The result is 0 (inactive). The compound is O=C(CC1(O)C(=O)Nc2ccc(Br)cc21)c1cccc([N+](=O)[O-])c1. (4) The molecule is COCC(C)N=CN1CCc2ccccc2C1. The result is 0 (inactive). (5) The compound is C=C1CC(Cn2cc(Br)c(=O)[nH]c2=O)(c2ccc(-c3ccccc3)cc2)OC1=O. The result is 0 (inactive). (6) The compound is Cn1cnc([N+](=O)[O-])c1Sc1ccccc1N. The result is 0 (inactive). (7) The compound is Nc1nc2c(c(-c3ccc(F)cc3)n1)COCC2=Cc1ccc(F)cc1. The result is 0 (inactive).